From a dataset of Catalyst prediction with 721,799 reactions and 888 catalyst types from USPTO. Predict which catalyst facilitates the given reaction. (1) Reactant: [Cl:1][C:2]1[CH:9]=[C:6]([CH:7]=O)[C:5]([OH:10])=[CH:4][CH:3]=1.[F:11][C:12]([F:21])([F:20])/[CH:13]=[CH:14]/[C:15]([O:17][CH2:18][CH3:19])=[O:16].C([O-])([O-])=O.[K+].[K+]. Product: [Cl:1][C:2]1[CH:3]=[CH:4][C:5]2[O:10][CH:13]([C:12]([F:11])([F:21])[F:20])[C:14]([C:15]([O:17][CH2:18][CH3:19])=[O:16])=[CH:7][C:6]=2[CH:9]=1. The catalyst class is: 18. (2) Reactant: [F:1][CH:2]([F:23])[O:3][C:4]1[CH:9]=[CH:8][C:7]([C:10]2[CH:18]=[CH:17][CH:16]=[C:15]3[C:11]=2[CH2:12][CH2:13][C:14]3=[O:19])=[C:6]([OH:20])[C:5]=1[O:21][CH3:22].[C:24](=[O:27])([O-])[O-].[K+].[K+].Br[CH2:31][C:32]1([CH3:36])[CH2:35]O[CH2:33]1. Product: [F:1][CH:2]([F:23])[O:3][C:4]1[CH:9]=[CH:8][C:7]([C:10]2[CH:18]=[CH:17][CH:16]=[C:15]3[C:11]=2[CH2:12][CH2:13][C:14]3=[O:19])=[C:6]([O:20][CH2:31][C:32]([CH3:36])([CH3:35])[CH2:33][O:27][CH3:24])[C:5]=1[O:21][CH3:22]. The catalyst class is: 10. (3) Reactant: [Cl:1][C:2]1[N:7]=[C:6](Cl)[N:5]=[C:4]([O:9][CH3:10])[N:3]=1.[CH3:11][Zn]C.C1(C)C=CC=CC=1.O. Product: [Cl:1][C:2]1[N:3]=[C:4]([O:9][CH3:10])[N:5]=[C:6]([CH3:11])[N:7]=1. The catalyst class is: 12. (4) Reactant: [C:1]([OH:14])(=[O:13])[CH2:2][CH2:3][CH2:4][CH2:5][CH2:6][CH2:7][CH2:8][CH2:9][CH2:10][CH2:11][CH3:12].[CH3:15][CH2:16][CH2:17][CH2:18][CH2:19][CH2:20][CH2:21][CH2:22][CH2:23][CH2:24][CH2:25][CH2:26][CH2:27][CH2:28][O:29][C:30]1[O:34][C:33]([C:35]([OH:37])=[O:36])=[CH:32][CH:31]=1.[C:38]([OH:41])(=[O:40])[CH3:39]. Product: [C:1]([OH:14])(=[O:13])[CH2:2][CH2:3][CH2:4][CH2:5][CH2:6][CH2:7][CH2:8][CH2:9][CH2:10][CH2:11][CH3:12].[CH3:15][CH2:16][CH2:17][CH2:18][CH2:19][CH2:20][CH2:21][CH2:22][CH2:23][CH2:24][CH2:25][CH2:26][CH2:27][CH2:28][O:29][C:30]1[O:34][C:33]([C:35]([OH:37])=[O:36])=[CH:32][CH:31]=1.[C:38]([O-:41])(=[O:40])[CH3:39]. The catalyst class is: 6. (5) Reactant: [C:1]1([C@@H:7]2[CH2:11][N:10]([CH:12]3[CH2:17][CH2:16][O:15][CH2:14][CH2:13]3)[C:9](=[O:18])[N:8]2[CH:19]2[CH2:24][CH2:23][NH:22][CH2:21][CH2:20]2)[CH:6]=[CH:5][CH:4]=[CH:3][CH:2]=1.C(N(C(C)C)CC)(C)C.[N+:34]([C:37]1[CH:44]=[CH:43][C:40]([CH2:41]Br)=[CH:39][CH:38]=1)([O-:36])=[O:35]. Product: [N+:34]([C:37]1[CH:44]=[CH:43][C:40]([CH2:41][N:22]2[CH2:23][CH2:24][CH:19]([N:8]3[C@H:7]([C:1]4[CH:2]=[CH:3][CH:4]=[CH:5][CH:6]=4)[CH2:11][N:10]([CH:12]4[CH2:13][CH2:14][O:15][CH2:16][CH2:17]4)[C:9]3=[O:18])[CH2:20][CH2:21]2)=[CH:39][CH:38]=1)([O-:36])=[O:35]. The catalyst class is: 23. (6) Reactant: [NH2:1][C:2]1[N:7]=[C:6]([O:8]S(C(F)(F)F)(=O)=O)[C:5]([N+:16]([O-:18])=[O:17])=[C:4]([C:19]2[O:20][CH:21]=[CH:22][CH:23]=2)[N:3]=1.[CH3:24][N:25]([CH3:29])[CH2:26][CH2:27]O.C1CCN2C(=NCCC2)CC1. The catalyst class is: 57. Product: [CH3:24][N:25]([CH3:29])[CH2:26][CH2:27][O:8][C:6]1[C:5]([N+:16]([O-:18])=[O:17])=[C:4]([C:19]2[O:20][CH:21]=[CH:22][CH:23]=2)[N:3]=[C:2]([NH2:1])[N:7]=1.